Dataset: Reaction yield outcomes from USPTO patents with 853,638 reactions. Task: Predict the reaction yield, written as a fraction of the theoretical maximum amount of product (1.0 means a 100% yield; for example, 0.34 means a 34% yield). (1) The reactants are B(Br)(Br)Br.[Br:5][C:6]1[CH:15]=[C:14]2[C:9]([CH:10]=[CH:11][N:12]=[CH:13]2)=[CH:8][C:7]=1[O:16]C.C([O-])(O)=O.[Na+]. The catalyst is ClCCl. The product is [Br:5][C:6]1[CH:15]=[C:14]2[C:9]([CH:10]=[CH:11][N:12]=[CH:13]2)=[CH:8][C:7]=1[OH:16]. The yield is 0.640. (2) The reactants are [CH3:1][O:2][C:3]1[CH:8]=[CH:7][CH:6]=[CH:5][C:4]=1[C:9]([F:12])([F:11])[F:10].[Cl:13][S:14](O)(=[O:16])=[O:15]. The catalyst is C(Cl)(Cl)Cl. The product is [CH3:1][O:2][C:3]1[CH:8]=[CH:7][C:6]([S:14]([Cl:13])(=[O:16])=[O:15])=[CH:5][C:4]=1[C:9]([F:10])([F:11])[F:12]. The yield is 0.560. (3) The reactants are [C:1]1([S:7]([C:10]2[CH:11]=[C:12]3[C:17](=[CH:18][CH:19]=2)[CH:16]([CH2:20][NH2:21])[CH2:15][CH2:14][CH2:13]3)(=[O:9])=[O:8])[CH:6]=[CH:5][CH:4]=[CH:3][CH:2]=1.Cl.[N:23]1([C:28](N)=[NH:29])C=CC=N1.C(N(CC)C(C)C)C.O. The catalyst is CN(C=O)C. The product is [C:1]1([S:7]([C:10]2[CH:11]=[C:12]3[C:17](=[CH:18][CH:19]=2)[CH:16]([CH2:20][NH:21][C:28]([NH2:29])=[NH:23])[CH2:15][CH2:14][CH2:13]3)(=[O:9])=[O:8])[CH:2]=[CH:3][CH:4]=[CH:5][CH:6]=1. The yield is 0.330.